Dataset: Catalyst prediction with 721,799 reactions and 888 catalyst types from USPTO. Task: Predict which catalyst facilitates the given reaction. Reactant: [NH2:1][CH2:2][C:3]1([C:9]([OH:11])=[O:10])[CH2:8][CH2:7][O:6][CH2:5][CH2:4]1.C(=O)([O-])[O-].[K+].[K+].[C:18]([O:22][C:23](O[C:23]([O:22][C:18]([CH3:21])([CH3:20])[CH3:19])=[O:24])=[O:24])([CH3:21])([CH3:20])[CH3:19]. Product: [C:18]([O:22][C:23]([NH:1][CH2:2][C:3]1([C:9]([OH:11])=[O:10])[CH2:8][CH2:7][O:6][CH2:5][CH2:4]1)=[O:24])([CH3:21])([CH3:20])[CH3:19]. The catalyst class is: 38.